This data is from Full USPTO retrosynthesis dataset with 1.9M reactions from patents (1976-2016). The task is: Predict the reactants needed to synthesize the given product. (1) Given the product [CH3:15][O:14][C:11]1[CH:12]=[CH:13][C:8]([CH2:7][N:4]2[CH2:5][CH2:6][CH:2]([S:17]([CH2:20][CH2:21][C:22]([O:24][CH3:25])=[O:23])(=[O:19])=[O:18])[C:3]2=[O:16])=[CH:9][CH:10]=1, predict the reactants needed to synthesize it. The reactants are: Br[CH:2]1[CH2:6][CH2:5][N:4]([CH2:7][C:8]2[CH:13]=[CH:12][C:11]([O:14][CH3:15])=[CH:10][CH:9]=2)[C:3]1=[O:16].[S:17]([CH2:20][CH2:21][C:22]([O:24][CH3:25])=[O:23])([OH:19])=[O:18].[Na]. (2) The reactants are: Cl[C:2]1[N:9]=[C:8]([CH3:10])[CH:7]=[C:6](Cl)[C:3]=1[C:4]#[N:5].[CH3:12][O-:13].[Na+].C[C:16]([OH:18])=O. Given the product [CH3:12][O:13][C:2]1[N:9]=[C:8]([CH3:10])[CH:7]=[C:6]([O:18][CH3:16])[C:3]=1[C:4]#[N:5], predict the reactants needed to synthesize it. (3) Given the product [C:18]([O:22][C:23](=[O:45])[C@@H:24]([NH:28][S:29]([C:32]1[CH:33]=[CH:34][C:35]([C:38]2[CH:39]=[CH:40][C:41]([NH:44][C:10]([C:8]3[O:9][C:5]4[C:4]([Cl:17])=[CH:3][C:2]([Cl:1])=[C:14]([O:15][CH3:16])[C:6]=4[C:7]=3[CH3:13])=[O:12])=[CH:42][CH:43]=2)=[CH:36][CH:37]=1)(=[O:31])=[O:30])[CH:25]([CH3:27])[CH3:26])([CH3:20])([CH3:21])[CH3:19], predict the reactants needed to synthesize it. The reactants are: [Cl:1][C:2]1[CH:3]=[C:4]([Cl:17])[C:5]2[O:9][C:8]([C:10]([OH:12])=O)=[C:7]([CH3:13])[C:6]=2[C:14]=1[O:15][CH3:16].[C:18]([O:22][C:23](=[O:45])[C@@H:24]([NH:28][S:29]([C:32]1[CH:37]=[CH:36][C:35]([C:38]2[CH:43]=[CH:42][C:41]([NH2:44])=[CH:40][CH:39]=2)=[CH:34][CH:33]=1)(=[O:31])=[O:30])[CH:25]([CH3:27])[CH3:26])([CH3:21])([CH3:20])[CH3:19].F[P-](F)(F)(F)(F)F.N1(O[P+](N(C)C)(N(C)C)N(C)C)C2C=CC=CC=2N=N1.C(N(CC)C(C)C)(C)C. (4) Given the product [CH3:31][CH:26]1[C:25]([N:3]2[CH2:4][CH2:5][C:6]3([CH2:11][CH2:10][N:9]([C:12]([O:14][C:15]([CH3:18])([CH3:17])[CH3:16])=[O:13])[CH2:8][CH2:7]3)[C:2]2=[O:1])=[CH:29][C:28](=[O:30])[O:27]1, predict the reactants needed to synthesize it. The reactants are: [O:1]=[C:2]1[C:6]2([CH2:11][CH2:10][N:9]([C:12]([O:14][C:15]([CH3:18])([CH3:17])[CH3:16])=[O:13])[CH2:8][CH2:7]2)[CH2:5][CH2:4][NH:3]1.FC(F)(F)S(O[C:25]1[CH:26]([CH3:31])[O:27][C:28](=[O:30])[CH:29]=1)(=O)=O.CC1(C)C2C(=C(P(C3C=CC=CC=3)C3C=CC=CC=3)C=CC=2)OC2C(P(C3C=CC=CC=3)C3C=CC=CC=3)=CC=CC1=2.O.C(=O)([O-])[O-].[K+].[K+]. (5) Given the product [OH:2][C:3]1[C:8]2[C:9](=[O:22])[O:10][CH2:11][CH2:12][CH2:13][CH2:14][CH:15]=[CH:16][CH2:17][CH2:18][CH2:19][CH2:20][O:21][C:7]=2[CH:6]=[C:5]([O:23][CH3:24])[CH:4]=1, predict the reactants needed to synthesize it. The reactants are: C[O:2][C:3]1[C:8]2[C:9](=[O:22])[O:10][CH2:11][CH2:12][CH2:13][CH2:14][CH:15]=[CH:16][CH2:17][CH2:18][CH2:19][CH2:20][O:21][C:7]=2[CH:6]=[C:5]([O:23][CH3:24])[CH:4]=1.[S-]CC.[Na+].O. (6) The reactants are: [Cl:1][CH:2]([CH3:6])[C:3](Cl)=[O:4].[Cl:7][C:8]1[CH:9]=[C:10]([C:14](=[N:16]O)[NH2:15])[CH:11]=[CH:12][CH:13]=1.C(=O)(O)[O-].[Na+]. Given the product [Cl:1][CH:2]([C:3]1[O:4][N:16]=[C:14]([C:10]2[CH:11]=[CH:12][CH:13]=[C:8]([Cl:7])[CH:9]=2)[N:15]=1)[CH3:6], predict the reactants needed to synthesize it. (7) Given the product [Br:25][C:26]1[N:27]=[C:28]([CH2:32][N:9]2[C:10]3[C:15](=[CH:14][CH:13]=[CH:12][CH:11]=3)[C:16](=[O:17])[C:7]([C:5](=[O:6])[C:4]3[CH:19]=[CH:20][C:21]([CH3:22])=[C:2]([CH3:1])[CH:3]=3)=[C:8]2[CH3:18])[CH:29]=[CH:30][CH:31]=1, predict the reactants needed to synthesize it. The reactants are: [CH3:1][C:2]1[CH:3]=[C:4]([CH:19]=[CH:20][C:21]=1[CH3:22])[C:5]([C:7]1[C:16](=[O:17])[C:15]2[C:10](=[CH:11][CH:12]=[CH:13][CH:14]=2)[NH:9][C:8]=1[CH3:18])=[O:6].[H-].[Na+].[Br:25][C:26]1[CH:31]=[CH:30][CH:29]=[C:28]([CH2:32]Br)[N:27]=1.